Dataset: Ames mutagenicity test results for genotoxicity prediction. Task: Regression/Classification. Given a drug SMILES string, predict its toxicity properties. Task type varies by dataset: regression for continuous values (e.g., LD50, hERG inhibition percentage) or binary classification for toxic/non-toxic outcomes (e.g., AMES mutagenicity, cardiotoxicity, hepatotoxicity). Dataset: ames. (1) The compound is CC[C@@H](C)NC(=O)/C=C/c1ccc([N+](=O)[O-])o1. The result is 1 (mutagenic). (2) The result is 0 (non-mutagenic). The molecule is CN(Cc1cnc2nc(N)nc(N)c2n1)c1c(Cl)cc(C(=O)N[C@@H](CCC(=O)O)C(=O)O)cc1Cl.